This data is from Reaction yield outcomes from USPTO patents with 853,638 reactions. The task is: Predict the reaction yield, written as a fraction of the theoretical maximum amount of product (1.0 means a 100% yield; for example, 0.34 means a 34% yield). (1) The yield is 0.680. The product is [C:15]1([CH:14]([C:21]2[CH:26]=[CH:25][CH:24]=[CH:23][CH:22]=2)[CH2:13][NH:12][C:10]2[C:9]3[C:4](=[CH:5][CH:6]=[CH:7][CH:8]=3)[N:3]=[C:2]([C:35]3[CH:34]=[CH:33][CH:32]=[C:31]4[C:36]=3[N:27]=[CH:28][CH:29]=[CH:30]4)[N:11]=2)[CH:20]=[CH:19][CH:18]=[CH:17][CH:16]=1. The catalyst is CCOC(C)=O. The reactants are Cl[C:2]1[N:11]=[C:10]([NH:12][CH2:13][CH:14]([C:21]2[CH:26]=[CH:25][CH:24]=[CH:23][CH:22]=2)[C:15]2[CH:20]=[CH:19][CH:18]=[CH:17][CH:16]=2)[C:9]2[C:4](=[CH:5][CH:6]=[CH:7][CH:8]=2)[N:3]=1.[N:27]1[C:36]2[C:31](=[CH:32][CH:33]=[CH:34][C:35]=2B(O)O)[CH:30]=[CH:29][CH:28]=1.N1C=CN2C=C(C3N=C(NCC(C4C=CC=CC=4)C4NC=CC=4)C4C(=CC=CC=4)N=3)C=CC=12. (2) The reactants are [F:1][C:2]1[CH:3]=[C:4]([N+:13]([O-:15])=[O:14])[CH:5]=[C:6]2[C:11]=1[NH:10][C:9](=[O:12])[CH2:8][CH2:7]2.I[CH3:17]. The catalyst is CN(C=O)C.O. The product is [F:1][C:2]1[CH:3]=[C:4]([N+:13]([O-:15])=[O:14])[CH:5]=[C:6]2[C:11]=1[N:10]([CH3:17])[C:9](=[O:12])[CH2:8][CH2:7]2. The yield is 0.890. (3) The reactants are [Cl:1][C:2]1[C:7]2[N:8]([CH3:12])[C:9](=[O:11])[O:10][C:6]=2[CH:5]=[C:4]([Sn](C)(C)C)[CH:3]=1.[C:17]([C@H:20]1[CH2:22][C@@H:21]1[C:23]([O:25][CH3:26])=[O:24])(Cl)=[O:18]. The catalyst is C1(C)C=CC=CC=1.Cl[Pd](Cl)([P](C1C=CC=CC=1)(C1C=CC=CC=1)C1C=CC=CC=1)[P](C1C=CC=CC=1)(C1C=CC=CC=1)C1C=CC=CC=1. The product is [Cl:1][C:2]1[C:7]2[N:8]([CH3:12])[C:9](=[O:11])[O:10][C:6]=2[CH:5]=[C:4]([C:17]([C@H:20]2[CH2:22][C@@H:21]2[C:23]([O:25][CH3:26])=[O:24])=[O:18])[CH:3]=1. The yield is 0.590.